This data is from Catalyst prediction with 721,799 reactions and 888 catalyst types from USPTO. The task is: Predict which catalyst facilitates the given reaction. Reactant: [NH2:1][C:2]1[O:3][C:4]([C:7]2[O:8][CH:9]=[CH:10][CH:11]=2)=[N:5][N:6]=1.C1C=NC2N(O)N=NC=2C=1.CN(C(ON1N=NC2C=CC=NC1=2)=[N+](C)C)C.F[P-](F)(F)(F)(F)F.C(N(CC)C(C)C)(C)C.[C:55]1([C:61]2[N:66]=[C:65]3[N:67]=[C:68]([N:70]4[CH2:75][CH2:74][CH2:73][CH2:72][CH2:71]4)[S:69][C:64]3=[C:63]([C:76](O)=[O:77])[CH:62]=2)[CH:60]=[CH:59][CH:58]=[CH:57][CH:56]=1. Product: [O:8]1[CH:9]=[CH:10][CH:11]=[C:7]1[C:4]1[O:3][C:2]([NH:1][C:76]([C:63]2[CH:62]=[C:61]([C:55]3[CH:56]=[CH:57][CH:58]=[CH:59][CH:60]=3)[N:66]=[C:65]3[N:67]=[C:68]([N:70]4[CH2:75][CH2:74][CH2:73][CH2:72][CH2:71]4)[S:69][C:64]=23)=[O:77])=[N:6][N:5]=1. The catalyst class is: 18.